This data is from Catalyst prediction with 721,799 reactions and 888 catalyst types from USPTO. The task is: Predict which catalyst facilitates the given reaction. (1) Reactant: [NH2:1][C:2]1[CH:18]=[CH:17][C:5]([O:6][C:7]2[CH:12]=[CH:11][N:10]=[C:9]([C:13]([NH:15][CH3:16])=[O:14])[CH:8]=2)=[CH:4][CH:3]=1.C([O:21][C:22](=O)[C:23]([Cl:26])([Cl:25])[Cl:24])C. Product: [CH3:16][NH:15][C:13](=[O:14])[C:9]1[CH:8]=[C:7]([O:6][C:5]2[CH:17]=[CH:18][C:2]([NH:1][C:22](=[O:21])[C:23]([Cl:26])([Cl:25])[Cl:24])=[CH:3][CH:4]=2)[CH:12]=[CH:11][N:10]=1. The catalyst class is: 11. (2) Reactant: [CH3:1][C:2]1[CH:3]=[C:4]([CH:20]=[CH:21][C:22]=1[S:23][CH3:24])[O:5][C:6]1[CH:15]=[CH:14][C:13]([S:16](=[O:19])(=[O:18])[NH2:17])=[CH:12][C:7]=1[C:8]([O:10]C)=[O:9].[OH-].[Li+]. Product: [CH3:1][C:2]1[CH:3]=[C:4]([CH:20]=[CH:21][C:22]=1[S:23][CH3:24])[O:5][C:6]1[CH:15]=[CH:14][C:13]([S:16](=[O:18])(=[O:19])[NH2:17])=[CH:12][C:7]=1[C:8]([OH:10])=[O:9]. The catalyst class is: 72. (3) Reactant: [OH:1][C@H:2]([C:28]1[CH:33]=[CH:32][CH:31]=[CH:30][CH:29]=1)[C:3]([NH:5][C:6]1[CH:11]=[CH:10][C:9]([C:12]2[CH:16]=[C:15]([C:17]([NH:19][CH:20]([CH:25]([CH3:27])[CH3:26])[C:21]([O:23]C)=[O:22])=[O:18])[O:14][N:13]=2)=[CH:8][CH:7]=1)=[O:4].O.[OH-].[Li+].Cl. The catalyst class is: 1. Product: [OH:1][C@H:2]([C:28]1[CH:29]=[CH:30][CH:31]=[CH:32][CH:33]=1)[C:3]([NH:5][C:6]1[CH:7]=[CH:8][C:9]([C:12]2[CH:16]=[C:15]([C:17]([NH:19][CH:20]([CH:25]([CH3:26])[CH3:27])[C:21]([OH:23])=[O:22])=[O:18])[O:14][N:13]=2)=[CH:10][CH:11]=1)=[O:4]. (4) Reactant: [OH:1][C:2]1[CH:7]=[CH:6][CH:5]=[CH:4][C:3]=1[N:8]1[CH2:13][CH2:12][O:11][C:10]2[CH:14]=[C:15]([S:18]([N:21]([CH2:27][C:28]3[CH:33]=[CH:32][C:31]([O:34][CH3:35])=[CH:30][CH:29]=3)[C:22]3[S:23][CH:24]=[CH:25][N:26]=3)(=[O:20])=[O:19])[CH:16]=[CH:17][C:9]1=2.Br[CH2:37][C:38]#[N:39].C(=O)([O-])[O-].[K+].[K+]. Product: [C:38]([CH2:37][O:1][C:2]1[CH:7]=[CH:6][CH:5]=[CH:4][C:3]=1[N:8]1[CH2:13][CH2:12][O:11][C:10]2[CH:14]=[C:15]([S:18]([N:21]([CH2:27][C:28]3[CH:29]=[CH:30][C:31]([O:34][CH3:35])=[CH:32][CH:33]=3)[C:22]3[S:23][CH:24]=[CH:25][N:26]=3)(=[O:19])=[O:20])[CH:16]=[CH:17][C:9]1=2)#[N:39]. The catalyst class is: 18. (5) The catalyst class is: 9. Product: [Cl:10][C:17]1[C:16]2[N:15]=[CH:14][NH:13][C:25]=2[C:24]2[CH:23]=[CH:22][CH:21]=[CH:20][C:19]=2[N:18]=1. Reactant: C1(C)C=CC=CC=1.P(Cl)(Cl)([Cl:10])=O.[NH:13]1[C:25]2[C:24]3[CH:23]=[CH:22][CH:21]=[CH:20][C:19]=3[N+:18]([O-])=[CH:17][C:16]=2[N:15]=[CH:14]1. (6) Reactant: [CH:1]1([C:5]2[N:10]=[C:9]3[CH2:11][CH2:12][CH2:13][CH2:14][CH2:15][C:8]3=[C:7]([C:16]3[CH:21]=[CH:20][C:19](=[O:22])[NH:18][CH:17]=3)[C:6]=2[C:23]#[N:24])[CH2:4][CH2:3][CH2:2]1.Cl.CI.[C:28](=O)([O-])[O-].[K+].[K+]. Product: [CH:1]1([C:5]2[N:10]=[C:9]3[CH2:11][CH2:12][CH2:13][CH2:14][CH2:15][C:8]3=[C:7]([C:16]3[CH:21]=[CH:20][C:19](=[O:22])[N:18]([CH3:28])[CH:17]=3)[C:6]=2[C:23]#[N:24])[CH2:2][CH2:3][CH2:4]1. The catalyst class is: 12. (7) Reactant: [CH:1]1[C:10]2[CH2:9][CH2:8][CH2:7][CH2:6][C:5]=2[CH:4]=[CH:3][N:2]=1.C(=O)([O-])[O-].[K+].[K+].[CH3:17][S:18]([O:21][CH2:22][CH2:23][S:24][S:25][CH2:26][CH2:27]OS(C)(=O)=O)(=[O:20])=[O:19]. Product: [CH3:17][S:18]([O-:21])(=[O:20])=[O:19].[CH3:17][S:18]([O-:21])(=[O:20])=[O:19].[S:25]([CH2:26][CH2:27][N+:2]1[CH:3]=[CH:4][C:5]2[CH2:6][CH2:7][CH2:8][CH2:9][C:10]=2[CH:1]=1)[S:24][CH2:23][CH2:22][N+:2]1[CH:3]=[CH:4][C:5]2[CH2:6][CH2:7][CH2:8][CH2:9][C:10]=2[CH:1]=1. The catalyst class is: 10.